Dataset: Catalyst prediction with 721,799 reactions and 888 catalyst types from USPTO. Task: Predict which catalyst facilitates the given reaction. (1) Reactant: [CH3:1][S:2]([CH:5]([C:7]1[CH:8]=[CH:9][C:10]([C:13]([F:16])([F:15])[F:14])=[N:11][CH:12]=1)[CH3:6])(=[NH:4])=[O:3].[C:17](N1C=CN=C1)([N:19]1[CH:23]=[CH:22][N:21]=[CH:20]1)=[S:18]. Product: [CH3:1][S:2](=[O:3])([CH:5]([C:7]1[CH:12]=[N:11][C:10]([C:13]([F:15])([F:16])[F:14])=[CH:9][CH:8]=1)[CH3:6])=[N:4][C:17]([N:19]1[CH:23]=[CH:22][N:21]=[CH:20]1)=[S:18]. The catalyst class is: 10. (2) Reactant: [N+:1]([C:4]([CH2:9][CH2:10][C:11]1[CH:16]=[CH:15][CH:14]=[CH:13][CH:12]=1)([CH2:7][OH:8])[CH2:5][OH:6])([O-:3])=[O:2].CO[C:19](OC)([CH3:21])[CH3:20].O.C1(C)C=CC(S(O)(=O)=O)=CC=1. Product: [CH3:20][C:19]1([CH3:21])[O:8][CH2:7][C:4]([N+:1]([O-:3])=[O:2])([CH2:9][CH2:10][C:11]2[CH:12]=[CH:13][CH:14]=[CH:15][CH:16]=2)[CH2:5][O:6]1. The catalyst class is: 39. (3) Reactant: [Br:1][C:2]1[CH:11]=[CH:10][C:5]([O:6][CH2:7][CH2:8]O)=[CH:4][CH:3]=1.N1C=CN=C1.C1C=CC(P(C2C=CC=CC=2)C2C=CC=CC=2)=CC=1.[I:36]I. Product: [Br:1][C:2]1[CH:11]=[CH:10][C:5]([O:6][CH2:7][CH2:8][I:36])=[CH:4][CH:3]=1. The catalyst class is: 11. (4) Reactant: [CH2:1]([O:6][C:7]([NH:9][C@H:10]([C:14]([N:16]1[CH2:29][C@H:28]([O:30][C:31]([C:33]2[N:34]([CH2:42][CH:43]=C)[C:35]3[C:40]([CH:41]=2)=[CH:39][CH:38]=[CH:37][CH:36]=3)=[O:32])[CH2:27][C@H:17]1[C:18]([O:20][CH2:21][CH2:22][Si:23]([CH3:26])([CH3:25])[CH3:24])=[O:19])=[O:15])[CH:11]([CH3:13])[CH3:12])=[O:8])[CH2:2][CH2:3][CH:4]=C. Product: [CH:11]([C@H:10]1[C:14](=[O:15])[N:16]2[CH2:29][C@@H:28]([CH2:27][C@H:17]2[C:18]([O:20][CH2:21][CH2:22][Si:23]([CH3:25])([CH3:26])[CH3:24])=[O:19])[O:30][C:31](=[O:32])[C:33]2=[CH:41][C:40]3[CH:39]=[CH:38][CH:37]=[CH:36][C:35]=3[N:34]2[CH2:42][CH:43]=[CH:4][CH2:3][CH2:2][CH2:1][O:6][C:7](=[O:8])[NH:9]1)([CH3:13])[CH3:12]. The catalyst class is: 26. (5) Reactant: [Li+].[OH-].[CH3:3][C:4]1[CH:9]=[C:8]([CH3:10])[CH:7]=[C:6]([CH3:11])[C:5]=1[NH:12][C:13]([NH:15][C:16]1[C:17]([C:26]([NH:28][C@H:29]([C:33]([O:35]C)=[O:34])[CH:30]([CH3:32])[CH3:31])=[O:27])=[CH:18][C:19]2[C:24]([CH:25]=1)=[CH:23][CH:22]=[CH:21][CH:20]=2)=[O:14].Cl.C(OCC)(=O)C. The catalyst class is: 127. Product: [CH3:11][C:6]1[CH:7]=[C:8]([CH3:10])[CH:9]=[C:4]([CH3:3])[C:5]=1[NH:12][C:13]([NH:15][C:16]1[C:17]([C:26]([NH:28][C@H:29]([C:33]([OH:35])=[O:34])[CH:30]([CH3:31])[CH3:32])=[O:27])=[CH:18][C:19]2[C:24]([CH:25]=1)=[CH:23][CH:22]=[CH:21][CH:20]=2)=[O:14]. (6) Reactant: [I:1][C:2]1[C:7]([NH2:8])=[CH:6][CH:5]=[C:4]([C:9]([F:12])([F:11])[F:10])[N:3]=1.[C:20](O[C:20]([C:22]([F:25])([F:24])[F:23])=[O:21])([C:22]([F:25])([F:24])[F:23])=[O:21].N1C=[CH:30][CH:29]=[CH:28][CH:27]=1.C(Br)/C=C/C.C([O-])([O-])=O.[K+].[K+]. The catalyst class is: 34. Product: [CH2:27]([N:8]([C:7]1[C:2]([I:1])=[N:3][C:4]([C:9]([F:10])([F:11])[F:12])=[CH:5][CH:6]=1)[C:20](=[O:21])[C:22]([F:23])([F:24])[F:25])[CH:28]=[CH:29][CH3:30]. (7) Reactant: [CH2:1]([C:4]1[C:8]([CH2:9][CH2:10][CH2:11][OH:12])=[CH:7][N:6]([C:13]2[CH:18]=[CH:17][C:16]([C:19]([F:22])([F:21])[F:20])=[CH:15][N:14]=2)[N:5]=1)[CH2:2][CH3:3].O[C:24]1[C:29]([CH:30]([CH3:32])[CH3:31])=[CH:28][CH:27]=[CH:26][C:25]=1[CH2:33][C:34]([O:36][CH3:37])=[O:35].C(P(CCCC)CCCC)CCC.N(C(N1CCCCC1)=O)=NC(N1CCCCC1)=O. Product: [CH:30]([C:29]1[C:24]([O:12][CH2:11][CH2:10][CH2:9][C:8]2[C:4]([CH2:1][CH2:2][CH3:3])=[N:5][N:6]([C:13]3[CH:18]=[CH:17][C:16]([C:19]([F:21])([F:20])[F:22])=[CH:15][N:14]=3)[CH:7]=2)=[C:25]([CH2:33][C:34]([O:36][CH3:37])=[O:35])[CH:26]=[CH:27][CH:28]=1)([CH3:32])[CH3:31]. The catalyst class is: 7. (8) Reactant: C(Cl)(=O)C(Cl)=O.[CH2:7]([O:9][C:10]1[N:18]=[CH:17][C:16]([I:19])=[CH:15][C:11]=1[C:12](O)=[O:13])[CH3:8].C[N:21](C)C=O. Product: [CH2:7]([O:9][C:10]1[N:18]=[CH:17][C:16]([I:19])=[CH:15][C:11]=1[C:12]([NH2:21])=[O:13])[CH3:8]. The catalyst class is: 2. (9) The catalyst class is: 79. Product: [Cl:20][C:10]1[C:9]([N:6]([CH2:7][CH3:8])[C:4](=[O:5])[CH2:3][CH2:2][NH:1][C:25]([C:23]2([CH3:28])[CH2:24][C:22]2([F:29])[F:21])=[O:26])=[CH:13][N:12]([C:14]2[CH:15]=[N:16][CH:17]=[CH:18][CH:19]=2)[N:11]=1. Reactant: [NH2:1][CH2:2][CH2:3][C:4]([N:6]([C:9]1[C:10]([Cl:20])=[N:11][N:12]([C:14]2[CH:15]=[N:16][CH:17]=[CH:18][CH:19]=2)[CH:13]=1)[CH2:7][CH3:8])=[O:5].[F:21][C:22]1([F:29])[CH2:24][C:23]1([CH3:28])[C:25](O)=[O:26].C1CCC(N=C=NC2CCCCC2)CC1. (10) Reactant: [Cl:1][C:2]1[CH:3]=[C:4]([CH:7]=[CH:8][C:9]=1[Cl:10])[CH:5]=O.[NH2:11][C:12]1[CH:13]=[CH:14][C:15]([O:18][C:19]2[CH:24]=[CH:23][C:22]([CH2:25][CH2:26][C:27]([O:29][CH2:30][CH3:31])=[O:28])=[CH:21][CH:20]=2)=[N:16][CH:17]=1.[BH4-].[Na+].O. Product: [Cl:1][C:2]1[CH:3]=[C:4]([CH:7]=[CH:8][C:9]=1[Cl:10])[CH2:5][NH:11][C:12]1[CH:13]=[CH:14][C:15]([O:18][C:19]2[CH:24]=[CH:23][C:22]([CH2:25][CH2:26][C:27]([O:29][CH2:30][CH3:31])=[O:28])=[CH:21][CH:20]=2)=[N:16][CH:17]=1. The catalyst class is: 8.